Dataset: Cav3 T-type calcium channel HTS with 100,875 compounds. Task: Binary Classification. Given a drug SMILES string, predict its activity (active/inactive) in a high-throughput screening assay against a specified biological target. (1) The molecule is O(c1c(OC)cc(cc1OC)C(=O)Nc1ccc(OC)nc1)C. The result is 0 (inactive). (2) The result is 1 (active). The molecule is Clc1c(S(=O)(=O)Nc2c(cccc2)C)cc(C(=O)Nc2c(c3ccccc3)cccc2)cc1. (3) The drug is O1C(Oc2c1cccc2)(NCc1ccccc1)NC(OCC)=O. The result is 0 (inactive). (4) The result is 0 (inactive). The compound is S1(=O)(=O)CC(Sc2nc([nH]n2)C)C=C1. (5) The result is 0 (inactive). The compound is S(=O)(=O)(N1CCN(S(=O)(=O)c2ccc(cc2)C)CC1)N1CCCCC1.